From a dataset of Reaction yield outcomes from USPTO patents with 853,638 reactions. Predict the reaction yield, written as a fraction of the theoretical maximum amount of product (1.0 means a 100% yield; for example, 0.34 means a 34% yield). (1) The reactants are Br[C:2]1[CH:3]=[CH:4][C:5]([C:8]([F:11])([F:10])[F:9])=[N:6][CH:7]=1.CON(C)[C:15]([C:17]1[CH:18]=[N:19][N:20]([CH3:22])[CH:21]=1)=[O:16].Cl. The catalyst is C1COCC1. The product is [CH3:22][N:20]1[CH:21]=[C:17]([C:15]([C:2]2[CH:7]=[N:6][C:5]([C:8]([F:11])([F:10])[F:9])=[CH:4][CH:3]=2)=[O:16])[CH:18]=[N:19]1. The yield is 0.340. (2) The reactants are [O:1]1[CH:6]=[CH:5][CH2:4][CH2:3][C:2]1=[O:7].[CH2:8](O)[C:9]#[C:10][CH2:11][OH:12].CC1C=CC(S(O)(=O)=O)=CC=1.C(=O)(O)[O-].[Na+].C(=O)([O-])[O-].[K+].[K+]. The catalyst is ClCCl.O. The product is [O:1]1[CH2:6][CH2:5][CH2:4][CH2:3][CH:2]1[O:7][CH2:8][C:9]#[C:10][CH2:11][OH:12]. The yield is 0.390. (3) The reactants are Cl.[Cl:2][C:3]1[CH:4]=[C:5]2[C:9](=[CH:10][CH:11]=1)[NH:8][CH:7]=[C:6]2[CH2:12][CH2:13][NH2:14].C1CN([P+](ON2N=NC3C=CC=CC2=3)(N2CCCC2)N2CCCC2)CC1.F[P-](F)(F)(F)(F)F.[CH:48]([C:51]1[CH:56]=[CH:55][C:54]([N:57]2[CH2:61][CH2:60][CH:59]([C:62](O)=[O:63])[C:58]2=[O:65])=[CH:53][CH:52]=1)([CH3:50])[CH3:49]. The catalyst is CN(C=O)C. The product is [Cl:2][C:3]1[CH:4]=[C:5]2[C:9](=[CH:10][CH:11]=1)[NH:8][CH:7]=[C:6]2[CH2:12][CH2:13][NH:14][C:62]([CH:59]1[CH2:60][CH2:61][N:57]([C:54]2[CH:55]=[CH:56][C:51]([CH:48]([CH3:49])[CH3:50])=[CH:52][CH:53]=2)[C:58]1=[O:65])=[O:63]. The yield is 0.320. (4) The reactants are P(Cl)(Cl)(Cl)=O.[C:6]([NH:10]/[N:11]=[C:12]1/[CH:13]=[CH:14][C:15]2([CH2:31][CH2:32]/1)[CH2:20][CH2:19][N:18]([C:21]([O:23][CH2:24][C:25]1[CH:30]=[CH:29][CH:28]=[CH:27][CH:26]=1)=[O:22])[CH2:17][CH2:16]2)([CH3:9])([CH3:8])[CH3:7].[CH3:33]N(C)C=O. No catalyst specified. The product is [C:6]([N:10]1[CH:33]=[C:32]2[C:12]([CH:13]=[CH:14][C:15]3([CH2:31]2)[CH2:16][CH2:17][N:18]([C:21]([O:23][CH2:24][C:25]2[CH:30]=[CH:29][CH:28]=[CH:27][CH:26]=2)=[O:22])[CH2:19][CH2:20]3)=[N:11]1)([CH3:9])([CH3:7])[CH3:8]. The yield is 0.650. (5) The reactants are [CH3:1][C:2]1[O:6][N:5]=[C:4]([C:7]2[CH:12]=[CH:11][N:10]=[CH:9][N:8]=2)[C:3]=1[CH2:13][O:14][C:15]1[CH:23]=[CH:22][C:18]([C:19]([OH:21])=O)=[CH:17][N:16]=1.ClC1C=[C:27]([C:31]2[C:35](COC3C=CC(C(O)=O)=CN=3)=C(C)O[N:32]=2)C=CC=1.C(N)(C)C. No catalyst specified. The product is [CH:31]([NH:32][C:19](=[O:21])[C:18]1[CH:22]=[CH:23][C:15]([O:14][CH2:13][C:3]2[C:4]([C:7]3[CH:12]=[CH:11][N:10]=[CH:9][N:8]=3)=[N:5][O:6][C:2]=2[CH3:1])=[N:16][CH:17]=1)([CH3:35])[CH3:27]. The yield is 0.730.